Dataset: Forward reaction prediction with 1.9M reactions from USPTO patents (1976-2016). Task: Predict the product of the given reaction. (1) Given the reactants [OH:1][C:2]1[CH:3]=[C:4]([CH:8]2[CH2:11][C:10]3([CH2:16][CH2:15][N:14]([C:17]([O:19][C:20]([CH3:23])([CH3:22])[CH3:21])=[O:18])[CH2:13][CH2:12]3)[CH2:9]2)[CH:5]=[CH:6][CH:7]=1.N1C=CC=CC=1.[F:30][C:31]([F:44])([F:43])[S:32](O[S:32]([C:31]([F:44])([F:43])[F:30])(=[O:34])=[O:33])(=[O:34])=[O:33], predict the reaction product. The product is: [F:30][C:31]([F:44])([F:43])[S:32]([O:1][C:2]1[CH:3]=[C:4]([CH:8]2[CH2:11][C:10]3([CH2:12][CH2:13][N:14]([C:17]([O:19][C:20]([CH3:23])([CH3:22])[CH3:21])=[O:18])[CH2:15][CH2:16]3)[CH2:9]2)[CH:5]=[CH:6][CH:7]=1)(=[O:34])=[O:33]. (2) Given the reactants [OH:1][CH2:2][C@@H:3]([NH:18][C:19](=[O:25])[O:20][C:21]([CH3:24])([CH3:23])[CH3:22])[C:4]1[CH:9]=[CH:8][CH:7]=[C:6]([C:10]#[C:11][C:12]2[CH:17]=[CH:16][CH:15]=[CH:14][CH:13]=2)[CH:5]=1.CC[C@H]1[C@H]2C[C@H]([C@H](OC3C4C(=CC=CC=4)C(O[C@H](C4C=CN=C5C=4C=C(OC)C=C5)[C@@H]4N5C[C@H](CC)[C@@H](CC5)C4)=NN=3)C3C=CN=C4C=3C=C(OC)C=C4)N(CC2)C1.CC[C@@H]1[C@@H]2C[C@H]([C@@H](OC3C4C(=CC=CC=4)C(O[C@@H](C4C=CN=C5C=4C=C(OC)C=C5)[C@@H]4N5C[C@H](CC)[C@@H](CC5)C4)=NN=3)C3C=CN=C4C=3C=C(OC)C=C4)N(CC2)C1, predict the reaction product. The product is: [OH:1][CH2:2][CH:3]([NH:18][C:19](=[O:25])[O:20][C:21]([CH3:23])([CH3:22])[CH3:24])[C:4]1[CH:9]=[CH:8][CH:7]=[C:6]([C:10]#[C:11][C:12]2[CH:13]=[CH:14][CH:15]=[CH:16][CH:17]=2)[CH:5]=1. (3) Given the reactants [F:1][C:2]1[CH:10]=[C:9]([F:11])[C:8]([S:12]([OH:15])(=[O:14])=[O:13])=[CH:7][C:3]=1[C:4]([OH:6])=O.[F:16][C:17]1[CH:18]=[C:19]([C:23]2([CH2:29][CH2:30][N:31]3[CH:36]4[CH2:37][CH2:38][CH:32]3[CH2:33][CH:34]([N:39]3[C:43]5[CH:44]=[CH:45][CH:46]=[CH:47][C:42]=5[N:41]=[C:40]3[CH3:48])[CH2:35]4)[CH2:28][CH2:27][NH:26][CH2:25][CH2:24]2)[CH:20]=[CH:21][CH:22]=1.CCN(C(C)C)C(C)C.CN(C(ON1N=NC2C=CC=NC1=2)=[N+](C)C)C.F[P-](F)(F)(F)(F)F.ClC1C(C(N2CCC(C3C=CC=C(F)C=3)(CCN3C4CCC3CC(N3C5C=CC=CC=5N=C3C)C4)CC2)=O)=C(Cl)C=CC=1S(NC)(=O)=O, predict the reaction product. The product is: [F:11][C:9]1[CH:10]=[C:2]([F:1])[C:3]([C:4]([N:26]2[CH2:25][CH2:24][C:23]([C:19]3[CH:20]=[CH:21][CH:22]=[C:17]([F:16])[CH:18]=3)([CH2:29][CH2:30][N:31]3[CH:32]4[CH2:38][CH2:37][CH:36]3[CH2:35][CH:34]([N:39]3[C:43]5[CH:44]=[CH:45][CH:46]=[CH:47][C:42]=5[N:41]=[C:40]3[CH3:48])[CH2:33]4)[CH2:28][CH2:27]2)=[O:6])=[CH:7][C:8]=1[S:12]([OH:15])(=[O:14])=[O:13]. (4) Given the reactants Br[C:2]1[CH:3]=[CH:4][C:5]([O:8][CH2:9][CH:10]2[CH2:15][CH2:14][N:13]([CH2:16][C:17]3([C:21]([F:24])([F:23])[F:22])[CH2:20][CH2:19][CH2:18]3)[CH2:12][CH2:11]2)=[N:6][CH:7]=1.[CH3:25][S:26]([C:29]1[CH:34]=[CH:33][C:32](B(O)O)=[CH:31][CH:30]=1)(=[O:28])=[O:27].C([O-])([O-])=O.[Cs+].[Cs+].O1CCOCC1, predict the reaction product. The product is: [CH3:25][S:26]([C:29]1[CH:34]=[CH:33][C:32]([C:2]2[CH:3]=[CH:4][C:5]([O:8][CH2:9][CH:10]3[CH2:15][CH2:14][N:13]([CH2:16][C:17]4([C:21]([F:24])([F:23])[F:22])[CH2:20][CH2:19][CH2:18]4)[CH2:12][CH2:11]3)=[N:6][CH:7]=2)=[CH:31][CH:30]=1)(=[O:28])=[O:27].